The task is: Predict the reaction yield, written as a fraction of the theoretical maximum amount of product (1.0 means a 100% yield; for example, 0.34 means a 34% yield).. This data is from Reaction yield outcomes from USPTO patents with 853,638 reactions. (1) The yield is 0.0700. The product is [CH:19]([N:18]1[C:14]([C:12]2[N:13]=[C:6]3[C:5]4[CH:22]=[N:23][C:2]([NH:25][C@@H:26]([CH3:27])[C:28]([NH2:30])=[O:29])=[CH:3][C:4]=4[O:10][CH2:9][CH2:8][N:7]3[CH:11]=2)=[N:15][CH:16]=[N:17]1)([CH3:21])[CH3:20]. The reactants are Cl[C:2]1[N:23]=[CH:22][C:5]2[C:6]3[N:7]([CH:11]=[C:12]([C:14]4[N:18]([CH:19]([CH3:21])[CH3:20])[N:17]=[CH:16][N:15]=4)[N:13]=3)[CH2:8][CH2:9][O:10][C:4]=2[CH:3]=1.Cl.[NH2:25][C@H:26]([C:28]([NH2:30])=[O:29])[CH3:27]. The catalyst is CN(C)C(=O)C. (2) The reactants are OC1C=C([CH2:8][C:9]#[N:10])C=CC=1.[CH2:11]=[O:12].[OH2:13].[C:14]1([CH3:24])[CH:19]=[CH:18][C:17](S(O)(=O)=O)=[CH:16][CH:15]=1. The catalyst is C1(C)C=CC=CC=1. The product is [O:12]1[C:15]2[CH:16]=[C:17]([CH2:8][C:9]#[N:10])[CH:18]=[CH:19][C:14]=2[CH2:24][O:13][CH2:11]1. The yield is 0.0500.